From a dataset of NCI-60 drug combinations with 297,098 pairs across 59 cell lines. Regression. Given two drug SMILES strings and cell line genomic features, predict the synergy score measuring deviation from expected non-interaction effect. Drug 1: CC12CCC3C(C1CCC2=O)CC(=C)C4=CC(=O)C=CC34C. Drug 2: C1CC(C1)(C(=O)O)C(=O)O.[NH2-].[NH2-].[Pt+2]. Cell line: TK-10. Synergy scores: CSS=52.7, Synergy_ZIP=-0.757, Synergy_Bliss=1.76, Synergy_Loewe=1.48, Synergy_HSA=2.22.